This data is from Full USPTO retrosynthesis dataset with 1.9M reactions from patents (1976-2016). The task is: Predict the reactants needed to synthesize the given product. (1) Given the product [Br:23][C:24]1[C:28]2=[N:29][C:30]([C:33]([NH:1][C:2]3[CH:3]=[N:4][CH:5]=[CH:6][C:7]=3[N:8]3[CH2:13][C@H:12]([CH3:14])[CH2:11][C@H:10]([NH:15][C:16](=[O:22])[O:17][C:18]([CH3:21])([CH3:20])[CH3:19])[CH2:9]3)=[O:34])=[CH:31][CH:32]=[C:27]2[O:26][CH:25]=1, predict the reactants needed to synthesize it. The reactants are: [NH2:1][C:2]1[CH:3]=[N:4][CH:5]=[CH:6][C:7]=1[N:8]1[CH2:13][C@H:12]([CH3:14])[CH2:11][C@H:10]([NH:15][C:16](=[O:22])[O:17][C:18]([CH3:21])([CH3:20])[CH3:19])[CH2:9]1.[Br:23][C:24]1[C:28]2=[N:29][C:30]([C:33](O)=[O:34])=[CH:31][CH:32]=[C:27]2[O:26][CH:25]=1.CCN(C(C)C)C(C)C.CN(C(ON1N=NC2C=CC=NC1=2)=[N+](C)C)C.F[P-](F)(F)(F)(F)F. (2) Given the product [C:65]([O:64][C:62](=[O:63])[NH:33][C@H:23]([C@@H:24]1[CH2:28][C@@H:27]([CH:29]([CH3:30])[CH3:31])[C:26](=[O:32])[O:25]1)[CH2:22][N:18]1[CH2:19][C:20](=[O:21])[N:15]([C:9]2[CH:10]=[C:11]([F:14])[CH:12]=[CH:13][C:8]=2[Cl:7])[CH2:16][C:17]1([CH3:47])[CH3:46])([CH3:68])([CH3:67])[CH3:66], predict the reactants needed to synthesize it. The reactants are: C(=O)([O-])[O-].[Cs+].[Cs+].[Cl:7][C:8]1[CH:13]=[CH:12][C:11]([F:14])=[CH:10][C:9]=1[N:15]1[C:20](=[O:21])[CH2:19][N:18]([CH2:22][C@H:23]([NH:33]S(C2C=CC=CC=2[N+]([O-])=O)(=O)=O)[C@@H:24]2[CH2:28][C@@H:27]([CH:29]([CH3:31])[CH3:30])[C:26](=[O:32])[O:25]2)[C:17]([CH3:47])([CH3:46])[CH2:16]1.C1(S)C=CC=CC=1.C(N(CC)CC)C.[C:62](OC(OC(C)(C)C)=O)([O:64][C:65]([CH3:68])([CH3:67])[CH3:66])=[O:63].N[C@H]([C@@H]1C[C@@H](C(C)C)C(=O)O1)CN1C(C)(C)CN(C2C=C(F)C=CC=2Cl)C(=O)C1. (3) Given the product [NH2:17][C:8]1[CH:7]=[CH:6][C:3]([C:4]#[N:5])=[C:2]([Br:1])[CH:9]=1, predict the reactants needed to synthesize it. The reactants are: [Br:1][C:2]1[CH:9]=[C:8](F)[CH:7]=[CH:6][C:3]=1[C:4]#[N:5].COC1C=C(C=C(OC)C=1OC)C[NH2:17].FC(F)(F)C(O)=O. (4) The reactants are: [C:1]([C:3]1[CH:49]=[CH:48][C:6]([CH2:7][N:8]([CH2:21][C:22]2[CH:47]=[CH:46][C:25]([O:26][C:27]3[CH:28]=[C:29]([CH:34]=[C:35]([O:37][CH2:38][CH2:39][C:40]4[CH:41]=[N:42][CH:43]=[CH:44][CH:45]=4)[CH:36]=3)[C:30]([O:32]C)=[O:31])=[CH:24][CH:23]=2)[C:9]2[CH:14]=[CH:13][CH:12]=[C:11]([NH:15][S:16]([CH3:19])(=[O:18])=[O:17])[C:10]=2[CH3:20])=[CH:5][CH:4]=1)#[N:2].[OH-].[Li+].Cl. Given the product [C:1]([C:3]1[CH:49]=[CH:48][C:6]([CH2:7][N:8]([CH2:21][C:22]2[CH:47]=[CH:46][C:25]([O:26][C:27]3[CH:28]=[C:29]([CH:34]=[C:35]([O:37][CH2:38][CH2:39][C:40]4[CH:41]=[N:42][CH:43]=[CH:44][CH:45]=4)[CH:36]=3)[C:30]([OH:32])=[O:31])=[CH:24][CH:23]=2)[C:9]2[CH:14]=[CH:13][CH:12]=[C:11]([NH:15][S:16]([CH3:19])(=[O:18])=[O:17])[C:10]=2[CH3:20])=[CH:5][CH:4]=1)#[N:2], predict the reactants needed to synthesize it. (5) Given the product [CH2:25]([O:24][C:21]1[CH:22]=[CH:23][C:18]([CH2:17][C:16]2[N:1]([CH2:37][C@H:36]3[CH2:39][CH2:40][CH2:41][N:35]3[CH3:33])[C:2]3[CH:7]=[CH:6][C:5]([C:8]([N:10]([CH2:13][CH3:14])[CH2:11][CH3:12])=[O:9])=[CH:4][C:3]=3[N:15]=2)=[CH:19][CH:20]=1)[CH3:26], predict the reactants needed to synthesize it. The reactants are: [NH2:1][C:2]1[CH:7]=[CH:6][C:5]([C:8]([N:10]([CH2:13][CH3:14])[CH2:11][CH3:12])=[O:9])=[CH:4][C:3]=1[NH:15][C:16](=O)[CH2:17][C:18]1[CH:23]=[CH:22][C:21]([O:24][CH2:25][CH3:26])=[CH:20][CH:19]=1.C(O[C:33]([N:35]1[CH2:41][CH2:40][CH2:39][C@@H:36]1[CH:37]=O)=O)(C)(C)C.C([BH3-])#N.[Na+].C(O)(C(F)(F)F)=O. (6) The reactants are: [CH3:1][O:2][C:3]([C:5]1[C:15]2[O:14][C:13]3[C:16]([CH:22]=[O:23])=[C:17]([OH:21])[CH:18]=[C:19]([CH3:20])[C:12]=3[C:11](=[O:24])[O:10][C:9]=2[C:8]([CH3:25])=[C:7]([OH:26])[CH:6]=1)=[O:4].[C:27]([O-])([O-])=O.[K+].[K+].CI. Given the product [CH3:1][O:2][C:3]([C:5]1[C:15]2[O:14][C:13]3[C:16]([CH:22]=[O:23])=[C:17]([OH:21])[CH:18]=[C:19]([CH3:20])[C:12]=3[C:11](=[O:24])[O:10][C:9]=2[C:8]([CH3:25])=[C:7]([O:26][CH3:27])[CH:6]=1)=[O:4], predict the reactants needed to synthesize it. (7) Given the product [CH3:18][C:16]1[NH:15][N:14]=[C:13]([NH:12][C:4]2[N:3]=[C:2]([C:26]3[CH:27]=[C:22]([C:19](=[O:21])[CH3:20])[CH:23]=[CH:24][CH:25]=3)[C:11]3[C:6]([CH:5]=2)=[CH:7][CH:8]=[CH:9][CH:10]=3)[CH:17]=1, predict the reactants needed to synthesize it. The reactants are: Cl[C:2]1[C:11]2[C:6](=[CH:7][CH:8]=[CH:9][CH:10]=2)[CH:5]=[C:4]([NH:12][C:13]2[CH:17]=[C:16]([CH3:18])[NH:15][N:14]=2)[N:3]=1.[C:19]([C:22]1[CH:23]=[C:24](B(O)O)[CH:25]=[CH:26][CH:27]=1)(=[O:21])[CH3:20].